From a dataset of Forward reaction prediction with 1.9M reactions from USPTO patents (1976-2016). Predict the product of the given reaction. (1) Given the reactants [C@H:1]1([C:11]([O:13]C)=[O:12])[CH2:6][CH2:5][C@H:4]([C:7]([O:9][CH3:10])=[O:8])[CH2:3][CH2:2]1.[OH-].[Ba+2].[OH-].O, predict the reaction product. The product is: [CH3:10][O:9][C:7]([C@H:4]1[CH2:5][CH2:6][C@H:1]([C:11]([OH:13])=[O:12])[CH2:2][CH2:3]1)=[O:8]. (2) Given the reactants Cl[C:2]1[C:7]([Cl:8])=[CH:6][CH:5]=[CH:4][N:3]=1.[NH2:9][C:10]1[S:14][N:13]=[C:12]([CH3:15])[N:11]=1.Cl[C:17]1[C:26]2[C:21](=[CH:22][CH:23]=[C:24]([OH:27])[CH:25]=2)[N:20]=[CH:19][N:18]=1, predict the reaction product. The product is: [Cl:8][C:7]1[C:2]([O:27][C:24]2[CH:25]=[C:26]3[C:21](=[CH:22][CH:23]=2)[N:20]=[CH:19][N:18]=[C:17]3[NH:9][C:10]2[S:14][N:13]=[C:12]([CH3:15])[N:11]=2)=[N:3][CH:4]=[CH:5][CH:6]=1. (3) Given the reactants Br[CH2:2][C:3]1[N:4]([CH3:29])[C:5]2[C:10]([N:11]=1)=[C:9]([N:12]1[CH2:17][CH2:16][O:15][CH2:14][CH2:13]1)[N:8]=[C:7]([N:18]1[C:22]3[CH:23]=[CH:24][CH:25]=[CH:26][C:21]=3[N:20]=[C:19]1[CH2:27][CH3:28])[N:6]=2.[CH3:30][C:31]([CH:35]1[CH2:40][CH2:39][NH:38][CH2:37][CH2:36]1)([CH3:34])[CH2:32][OH:33], predict the reaction product. The product is: [CH2:27]([C:19]1[N:18]([C:7]2[N:6]=[C:5]3[C:10]([N:11]=[C:3]([CH2:2][N:38]4[CH2:39][CH2:40][CH:35]([C:31]([CH3:34])([CH3:30])[CH2:32][OH:33])[CH2:36][CH2:37]4)[N:4]3[CH3:29])=[C:9]([N:12]3[CH2:17][CH2:16][O:15][CH2:14][CH2:13]3)[N:8]=2)[C:22]2[CH:23]=[CH:24][CH:25]=[CH:26][C:21]=2[N:20]=1)[CH3:28]. (4) The product is: [CH3:39][S:40]([O:1][CH2:2][C:3]1[N:8]=[CH:7][C:6]2[N:9]=[CH:10][N:11]([C:12]3[S:16][C:15]([C:17](=[O:18])[NH2:19])=[C:14]([O:20][CH2:21][C:22]4[CH:27]=[CH:26][CH:25]=[CH:24][C:23]=4[C:28]([F:29])([F:30])[F:31])[CH:13]=3)[C:5]=2[CH:4]=1)(=[O:42])=[O:41]. Given the reactants [OH:1][CH2:2][C:3]1[N:8]=[CH:7][C:6]2[N:9]=[CH:10][N:11]([C:12]3[S:16][C:15]([C:17]([NH2:19])=[O:18])=[C:14]([O:20][CH2:21][C:22]4[CH:27]=[CH:26][CH:25]=[CH:24][C:23]=4[C:28]([F:31])([F:30])[F:29])[CH:13]=3)[C:5]=2[CH:4]=1.C(N(CC)CC)C.[CH3:39][S:40](O[S:40]([CH3:39])(=[O:42])=[O:41])(=[O:42])=[O:41], predict the reaction product. (5) Given the reactants [Cl-].[NH4+].[Cl:3][C:4]1[CH:9]=[CH:8][C:7]([N+:10]([O-])=O)=[C:6]([O:13][C:14]2[CH:19]=[CH:18][C:17]([Cl:20])=[CH:16][C:15]=2[Cl:21])[CH:5]=1, predict the reaction product. The product is: [Cl:3][C:4]1[CH:9]=[CH:8][C:7]([NH2:10])=[C:6]([O:13][C:14]2[CH:19]=[CH:18][C:17]([Cl:20])=[CH:16][C:15]=2[Cl:21])[CH:5]=1. (6) The product is: [CH3:9][O:8][C:6](=[O:7])[C:5]1[CH:10]=[CH:11][C:2]([O:20][CH:18]2[CH2:19][C:16]([F:21])([F:15])[CH2:17]2)=[C:3]([N+:12]([O-:14])=[O:13])[CH:4]=1. Given the reactants F[C:2]1[CH:11]=[CH:10][C:5]([C:6]([O:8][CH3:9])=[O:7])=[CH:4][C:3]=1[N+:12]([O-:14])=[O:13].[F:15][C:16]1([F:21])[CH2:19][CH:18]([OH:20])[CH2:17]1.C([O-])([O-])=O.[Cs+].[Cs+].O, predict the reaction product.